From a dataset of NCI-60 drug combinations with 297,098 pairs across 59 cell lines. Regression. Given two drug SMILES strings and cell line genomic features, predict the synergy score measuring deviation from expected non-interaction effect. (1) Drug 1: COC1=CC(=CC(=C1O)OC)C2C3C(COC3=O)C(C4=CC5=C(C=C24)OCO5)OC6C(C(C7C(O6)COC(O7)C8=CC=CS8)O)O. Drug 2: C1=CC=C(C=C1)NC(=O)CCCCCCC(=O)NO. Cell line: A498. Synergy scores: CSS=33.0, Synergy_ZIP=0.690, Synergy_Bliss=1.70, Synergy_Loewe=-5.18, Synergy_HSA=3.16. (2) Drug 1: CC1CCC2CC(C(=CC=CC=CC(CC(C(=O)C(C(C(=CC(C(=O)CC(OC(=O)C3CCCCN3C(=O)C(=O)C1(O2)O)C(C)CC4CCC(C(C4)OC)OCCO)C)C)O)OC)C)C)C)OC. Drug 2: C1C(C(OC1N2C=NC(=NC2=O)N)CO)O. Cell line: OVCAR3. Synergy scores: CSS=-7.17, Synergy_ZIP=-1.03, Synergy_Bliss=-10.4, Synergy_Loewe=-20.0, Synergy_HSA=-18.7.